From a dataset of Catalyst prediction with 721,799 reactions and 888 catalyst types from USPTO. Predict which catalyst facilitates the given reaction. (1) Reactant: [F:1][C:2]1[CH:8]=[CH:7][C:5]([NH2:6])=[C:4](B2OC(C)(C)C(C)(C)O2)[CH:3]=1.Br[C:19]1[CH:24]=[CH:23][C:22]([C:25]([F:28])([F:27])[F:26])=[CH:21][CH:20]=1.C(=O)([O-])[O-].[Na+].[Na+]. Product: [F:1][C:2]1[CH:3]=[C:4]([C:19]2[CH:24]=[CH:23][C:22]([C:25]([F:28])([F:27])[F:26])=[CH:21][CH:20]=2)[C:5]([NH2:6])=[CH:7][CH:8]=1. The catalyst class is: 58. (2) Reactant: [Cl:1][C:2]1[N:3]=[CH:4][C:5]([C:8]([OH:10])=[O:9])=[N:6][CH:7]=1.[CH2:11]([O:18][CH2:19][CH:20](O)[CH2:21][O:22][CH2:23][C:24]1[CH:29]=[CH:28][CH:27]=[CH:26][CH:25]=1)[C:12]1[CH:17]=[CH:16][CH:15]=[CH:14][CH:13]=1.O=C1N(P(Cl)(N2CCOC2=O)=O)CCO1.C(N(CC)CC)C. Product: [CH2:11]([O:18][CH2:19][CH:20]([O:9][C:8]([C:5]1[CH:4]=[N:3][C:2]([Cl:1])=[CH:7][N:6]=1)=[O:10])[CH2:21][O:22][CH2:23][C:24]1[CH:25]=[CH:26][CH:27]=[CH:28][CH:29]=1)[C:12]1[CH:13]=[CH:14][CH:15]=[CH:16][CH:17]=1. The catalyst class is: 2. (3) Reactant: [N+:1]([C:4]1[CH:20]=[CH:19][C:7]2[CH2:8][CH2:9][N:10]([C:13](=[O:18])[C:14]([F:17])([F:16])[F:15])[CH2:11][CH2:12][C:6]=2[CH:5]=1)([O-])=O.[NH2:1][C:4]1[CH:20]=[CH:19][C:7]2[CH2:8][CH2:9][N:10]([C:13](=[O:18])[C:14]([F:17])([F:15])[F:16])[CH2:11][CH2:12][C:6]=2[CH:5]=1.[H][H]. Product: [NH2:1][C:4]1[CH:20]=[CH:19][C:7]2[CH2:8][CH2:9][N:10]([C:13](=[O:18])[C:14]([F:17])([F:15])[F:16])[CH2:11][CH2:12][C:6]=2[CH:5]=1. The catalyst class is: 407. (4) Reactant: [CH2:1]([O:8][C:9]1[CH:14]=[CH:13][C:12]([OH:15])=[C:11]([C:16]2[NH:20][CH:19]=[N:18][CH:17]=2)[CH:10]=1)[C:2]1[CH:7]=[CH:6][CH:5]=[CH:4][CH:3]=1.C(N(CC)CC)C.Cl[C:29]([C:42]1[CH:47]=[CH:46][CH:45]=[CH:44][CH:43]=1)([C:36]1[CH:41]=[CH:40][CH:39]=[CH:38][CH:37]=1)[C:30]1[CH:35]=[CH:34][CH:33]=[CH:32][CH:31]=1. Product: [CH2:1]([O:8][C:9]1[CH:14]=[CH:13][C:12]([OH:15])=[C:11]([C:16]2[N:20]=[CH:19][N:18]([C:29]([C:30]3[CH:35]=[CH:34][CH:33]=[CH:32][CH:31]=3)([C:42]3[CH:43]=[CH:44][CH:45]=[CH:46][CH:47]=3)[C:36]3[CH:37]=[CH:38][CH:39]=[CH:40][CH:41]=3)[CH:17]=2)[CH:10]=1)[C:2]1[CH:3]=[CH:4][CH:5]=[CH:6][CH:7]=1. The catalyst class is: 18. (5) Reactant: [CH3:1][CH:2]([S-:4])[CH3:3].[Na+].Cl[C:7]1[C:20]2[C:11](=[C:12]3[C:17](=[CH:18][CH:19]=2)[CH:16]=[CH:15][CH:14]=[N:13]3)[N:10]=[C:9]([CH3:21])[CH:8]=1. Product: [CH3:21][C:9]1[CH:8]=[C:7]([S:4][CH:2]([CH3:3])[CH3:1])[C:20]2[C:11](=[C:12]3[C:17](=[CH:18][CH:19]=2)[CH:16]=[CH:15][CH:14]=[N:13]3)[N:10]=1. The catalyst class is: 5. (6) Reactant: C([Mg]Cl)(C)C.[Br:6][C:7]1[CH:8]=[CH:9][C:10](I)=[N:11][CH:12]=1.[CH:14]1([C:17]([CH:25]2[CH2:27][CH2:26]2)=[N:18][S@@:19]([C:21]([CH3:24])([CH3:23])[CH3:22])=[O:20])[CH2:16][CH2:15]1.[NH4+].[Cl-]. Product: [Br:6][C:7]1[CH:8]=[CH:9][C:10]([C:17]([CH:25]2[CH2:27][CH2:26]2)([CH:14]2[CH2:15][CH2:16]2)[NH:18][S@@:19]([C:21]([CH3:24])([CH3:23])[CH3:22])=[O:20])=[N:11][CH:12]=1. The catalyst class is: 1. (7) Reactant: Cl.[Cl:2][C:3]1[CH:4]=[C:5]2[C:10](=[CH:11][CH:12]=1)[CH2:9][NH:8][CH2:7][CH2:6]2.C(N(CC)CC)C.Cl[S:21]([CH2:24][CH2:25][C:26]([O:28][CH3:29])=[O:27])(=[O:23])=[O:22]. Product: [Cl:2][C:3]1[CH:4]=[C:5]2[C:10](=[CH:11][CH:12]=1)[CH2:9][N:8]([S:21]([CH2:24][CH2:25][C:26]([O:28][CH3:29])=[O:27])(=[O:23])=[O:22])[CH2:7][CH2:6]2. The catalyst class is: 10. (8) The catalyst class is: 48. Product: [CH3:1][O:2][C:3](=[O:25])[CH:4]=[C:5]1[C:14]2[C:9](=[CH:10][C:11]([S:15]([C:18]3[CH:19]=[CH:20][CH:21]=[CH:22][CH:23]=3)(=[O:16])=[O:17])=[CH:12][CH:13]=2)[CH2:8][CH2:7][CH2:6]1. Reactant: [CH3:1][O:2][C:3](=[O:25])[CH2:4][C:5]1(O)[C:14]2[C:9](=[CH:10][C:11]([S:15]([C:18]3[CH:23]=[CH:22][CH:21]=[CH:20][CH:19]=3)(=[O:17])=[O:16])=[CH:12][CH:13]=2)[CH2:8][CH2:7][CH2:6]1.C1(C)C=CC(S(O)(=O)=O)=CC=1.CCOC(C)=O.